Dataset: Full USPTO retrosynthesis dataset with 1.9M reactions from patents (1976-2016). Task: Predict the reactants needed to synthesize the given product. (1) Given the product [CH2:2]([N:4]([CH2:8][CH3:9])[CH2:5][CH2:6][NH:10][CH2:11][CH2:12][OH:13])[CH3:3], predict the reactants needed to synthesize it. The reactants are: Cl.[CH2:2]([N:4]([CH2:8][CH3:9])[CH2:5][CH2:6]Cl)[CH3:3].[NH2:10][CH2:11][CH2:12][OH:13]. (2) Given the product [O:1]1[C:5]2[CH:6]=[CH:7][C:8]([NH:10][S:11]([C:14]3[CH:19]=[CH:18][C:17]([CH2:20][CH2:21][C:22]([NH2:27])=[O:24])=[CH:16][CH:15]=3)(=[O:13])=[O:12])=[CH:9][C:4]=2[O:3][CH2:2]1, predict the reactants needed to synthesize it. The reactants are: [O:1]1[C:5]2[CH:6]=[CH:7][C:8]([NH:10][S:11]([C:14]3[CH:19]=[CH:18][C:17]([CH2:20][CH2:21][C:22]([O:24]C)=O)=[CH:16][CH:15]=3)(=[O:13])=[O:12])=[CH:9][C:4]=2[O:3][CH2:2]1.[OH-].[NH4+:27]. (3) Given the product [CH3:26][N:25]([CH:27]([C:35]1[CH:36]=[CH:37][CH:38]=[CH:39][CH:40]=1)[CH:28]1[CH2:29][CH2:30][CH:31]([NH:34][C:18](=[O:20])[CH2:17][O:16][CH2:15][CH2:14][N:13]([S:10]([C:6]2[C:7]([CH3:9])=[CH:8][C:3]([O:2][CH3:1])=[C:4]([CH3:23])[C:5]=2[CH3:22])(=[O:11])=[O:12])[CH3:21])[CH2:32][CH2:33]1)[CH3:24], predict the reactants needed to synthesize it. The reactants are: [CH3:1][O:2][C:3]1[CH:8]=[C:7]([CH3:9])[C:6]([S:10]([N:13]([CH3:21])[CH2:14][CH2:15][O:16][CH2:17][C:18]([OH:20])=O)(=[O:12])=[O:11])=[C:5]([CH3:22])[C:4]=1[CH3:23].[CH3:24][N:25]([CH:27]([C:35]1[CH:40]=[CH:39][CH:38]=[CH:37][CH:36]=1)[CH:28]1[CH2:33][CH2:32][CH:31]([NH2:34])[CH2:30][CH2:29]1)[CH3:26]. (4) Given the product [CH:1]1([C:4]2[N:13]=[C:12]([N:14]3[CH2:19][CH2:18][N:17]([C:20]4[CH:25]=[CH:24][C:23]([F:58])=[CH:22][C:21]=4[N:26]([CH3:27])[CH3:28])[CH2:16][CH2:15]3)[C:11]3[C:6](=[CH:7][C:8]([O:31][CH3:32])=[C:9]([O:29][CH3:30])[CH:10]=3)[N:5]=2)[CH2:2][CH2:3]1, predict the reactants needed to synthesize it. The reactants are: [CH:1]1([C:4]2[N:13]=[C:12]([N:14]3[CH2:19][CH2:18][N:17]([C:20]4[CH:25]=[CH:24][CH:23]=[CH:22][C:21]=4[N:26]([CH3:28])[CH3:27])[CH2:16][CH2:15]3)[C:11]3[C:6](=[CH:7][C:8]([O:31][CH3:32])=[C:9]([O:29][CH3:30])[CH:10]=3)[N:5]=2)[CH2:3][CH2:2]1.C1(C2N=C(N3CCN(C4C=CC([F:58])=CC=4N)CC3)C3C(=CC(OC)=C(OC)C=3)N=2)CC1. (5) Given the product [CH3:39][S:40]([O:31][CH:10]([CH2:11][N:12]1[C:20]([C:21]2[CH:26]=[CH:25][CH:24]=[CH:23][CH:22]=2)=[C:19]2[C:14]([N:15]([CH3:30])[C:16](=[O:29])[N:17]([CH3:28])[C:18]2=[O:27])=[CH:13]1)[CH2:9][O:8][Si:1]([C:4]([CH3:7])([CH3:6])[CH3:5])([CH3:2])[CH3:3])(=[O:42])=[O:41], predict the reactants needed to synthesize it. The reactants are: [Si:1]([O:8][CH2:9][CH:10]([OH:31])[CH2:11][N:12]1[C:20]([C:21]2[CH:26]=[CH:25][CH:24]=[CH:23][CH:22]=2)=[C:19]2[C:14]([N:15]([CH3:30])[C:16](=[O:29])[N:17]([CH3:28])[C:18]2=[O:27])=[CH:13]1)([C:4]([CH3:7])([CH3:6])[CH3:5])([CH3:3])[CH3:2].C(N(CC)CC)C.[CH3:39][S:40](Cl)(=[O:42])=[O:41].C([O-])([O-])=O.[K+].[K+]. (6) Given the product [CH3:23][CH:21]1[CH2:20][N:19]([C:24]2[CH:25]=[CH:26][C:27]([O:30][C:31]([F:34])([F:33])[F:32])=[CH:28][CH:29]=2)[CH2:18][CH:17]([CH3:16])[N:22]1[S:12]([C:7]1[CH:6]=[CH:5][C:4]([OH:3])=[C:9]([CH2:10][CH2:11][C:2]([OH:36])=[O:1])[CH:8]=1)(=[O:14])=[O:13], predict the reactants needed to synthesize it. The reactants are: [O:1]=[C:2]1[CH2:11][CH2:10][C:9]2[C:4](=[CH:5][CH:6]=[C:7]([S:12](Cl)(=[O:14])=[O:13])[CH:8]=2)[O:3]1.[CH3:16][CH:17]1[NH:22][CH:21]([CH3:23])[CH2:20][N:19]([C:24]2[CH:29]=[CH:28][C:27]([O:30][C:31]([F:34])([F:33])[F:32])=[CH:26][CH:25]=2)[CH2:18]1.C([O-])([O-])=[O:36].[K+].[K+].CO.